Dataset: Catalyst prediction with 721,799 reactions and 888 catalyst types from USPTO. Task: Predict which catalyst facilitates the given reaction. (1) Reactant: [F:1][CH2:2][C@H:3]1[O:8][CH2:7][C@@H:6]([C:9]2[CH:14]=[CH:13][CH:12]=[CH:11][CH:10]=2)[N:5](C(OCC(Cl)(Cl)Cl)=O)[CH2:4]1.[F:1][CH2:2][CH:3]1[O:8][CH2:7][CH:6]([C:9]2[CH:10]=[CH:11][CH:12]=[CH:13][CH:14]=2)[N:5](C(OC(Cl)(Cl)Cl)=O)[CH2:4]1. Product: [F:1][CH2:2][C@H:3]1[O:8][CH2:7][C@@H:6]([C:9]2[CH:10]=[CH:11][CH:12]=[CH:13][CH:14]=2)[NH:5][CH2:4]1. The catalyst class is: 763. (2) Reactant: [Cl:1][C:2]1[N:7]=[C:6]([NH2:8])[C:5]([NH2:9])=[CH:4][CH:3]=1.[OH:10][CH:11]([CH3:15])[C:12](O)=O.Cl.N. Product: [Cl:1][C:2]1[N:7]=[C:6]2[N:8]=[C:12]([CH:11]([OH:10])[CH3:15])[NH:9][C:5]2=[CH:4][CH:3]=1. The catalyst class is: 5. (3) Reactant: Cl.[Cl:2][C:3]1[N:4]=[C:5]([C:10]([NH:12][C@H:13]2[CH2:18][CH2:17][NH:16][CH2:15][C@H:14]2[O:19][CH2:20][CH3:21])=[O:11])[NH:6][C:7]=1[CH2:8][CH3:9].Cl[C:23]1[N:28]=[CH:27][CH:26]=[CH:25][N:24]=1.C(=O)([O-])[O-].[Na+].[Na+]. Product: [Cl:2][C:3]1[N:4]=[C:5]([C:10]([NH:12][C@H:13]2[CH2:18][CH2:17][N:16]([C:23]3[N:28]=[CH:27][CH:26]=[CH:25][N:24]=3)[CH2:15][C@H:14]2[O:19][CH2:20][CH3:21])=[O:11])[NH:6][C:7]=1[CH2:8][CH3:9]. The catalyst class is: 3.